This data is from Forward reaction prediction with 1.9M reactions from USPTO patents (1976-2016). The task is: Predict the product of the given reaction. Given the reactants [CH2:1]([N:8]1[CH2:13][CH2:12][CH:11]([OH:14])[CH2:10][CH2:9]1)[C:2]1[CH:7]=[CH:6][CH:5]=[CH:4][CH:3]=1.[CH3:15][C:16]1[CH:29]=[CH:28][CH:27]=[CH:26][C:17]=1[CH:18](O)[C:19]1[CH:24]=[CH:23][CH:22]=[CH:21][CH:20]=1.C(N1CCC(OC(C2C=CC(Cl)=CC=2)C2C=CC=CC=2Cl)CC1)C1C=CC=CC=1, predict the reaction product. The product is: [CH2:1]([N:8]1[CH2:13][CH2:12][CH:11]([O:14][CH:18]([C:19]2[CH:24]=[CH:23][CH:22]=[CH:21][CH:20]=2)[C:17]2[CH:26]=[CH:27][CH:28]=[CH:29][C:16]=2[CH3:15])[CH2:10][CH2:9]1)[C:2]1[CH:3]=[CH:4][CH:5]=[CH:6][CH:7]=1.